Dataset: Catalyst prediction with 721,799 reactions and 888 catalyst types from USPTO. Task: Predict which catalyst facilitates the given reaction. (1) Reactant: [ClH:1].C(OC(=O)[NH:8][C@H:9]([C:13]([N:15]1[CH2:20][CH2:19][CH:18]([NH:21][C:22]2[CH:27]=[CH:26][CH:25]=[CH:24][N:23]=2)[CH2:17][CH2:16]1)=[O:14])[CH:10]([CH3:12])[CH3:11])(C)(C)C. Product: [ClH:1].[ClH:1].[ClH:1].[NH2:8][C@@H:9]([CH:10]([CH3:12])[CH3:11])[C:13]([N:15]1[CH2:20][CH2:19][CH:18]([NH:21][C:22]2[CH:27]=[CH:26][CH:25]=[CH:24][N:23]=2)[CH2:17][CH2:16]1)=[O:14]. The catalyst class is: 8. (2) Reactant: [F:1][C:2]1[CH:7]=[CH:6][CH:5]=[C:4]([F:8])[C:3]=1[C:9]1[N:14]=[C:13]2[CH:15]=[CH:16][NH:17][C:12]2=[CH:11][CH:10]=1.C1C(=O)N([I:25])C(=O)C1. Product: [F:1][C:2]1[CH:7]=[CH:6][CH:5]=[C:4]([F:8])[C:3]=1[C:9]1[N:14]=[C:13]2[C:15]([I:25])=[CH:16][NH:17][C:12]2=[CH:11][CH:10]=1. The catalyst class is: 49. (3) Reactant: [O:1]1[CH:5]=[CH:4][C:3]([C:6]([NH:8][NH:9][C:10]([NH2:12])=S)=[O:7])=[CH:2]1.[OH-].[Na+].BrN1C(C)(C)C(=O)N(Br)C1=O.[I-].[K+].S(=O)(O)[O-].[Na+].[Cl-].[Na+]. Product: [NH2:12][C:10]1[O:7][C:6]([C:3]2[CH:4]=[CH:5][O:1][CH:2]=2)=[N:8][N:9]=1. The catalyst class is: 32. (4) Reactant: [NH:1]1[CH2:6][CH2:5][CH2:4][C@H:3]([CH2:7][OH:8])[CH2:2]1.[CH:9]1([CH:15]=O)[CH2:14][CH2:13][CH2:12][CH2:11][CH2:10]1.[Na].Cl. Product: [CH:9]1([CH2:15][N:1]2[CH2:6][CH2:5][CH2:4][C@H:3]([CH2:7][OH:8])[CH2:2]2)[CH2:14][CH2:13][CH2:12][CH2:11][CH2:10]1. The catalyst class is: 506.